This data is from Reaction yield outcomes from USPTO patents with 853,638 reactions. The task is: Predict the reaction yield, written as a fraction of the theoretical maximum amount of product (1.0 means a 100% yield; for example, 0.34 means a 34% yield). (1) The reactants are [F:1][C:2]([F:25])([C:6]([F:24])([F:23])[C:7]([F:22])([F:21])[C:8]([F:20])([F:19])[C:9]([F:18])([F:17])[C:10]([F:16])([F:15])[C:11]([F:14])([F:13])[F:12])[C:3](Cl)=[O:4].[OH:26][C:27]1[CH:69]=[CH:68][C:30]([C:31]2[CH:36]=[CH:35][C:34]([C:37]3[C:50]4[C:45](=[CH:46][CH:47]=[CH:48][CH:49]=4)[C:44]4[CH:43]=[CH:42][C:41]([C:62]5[CH:67]=[CH:66][CH:65]=[CH:64][CH:63]=5)([C:51]5[CH:56]=[CH:55][C:54]([N:57]6[CH2:61][CH2:60][CH2:59][CH2:58]6)=[CH:53][CH:52]=5)[O:40][C:39]=4[CH:38]=3)=[CH:33][CH:32]=2)=[CH:29][CH:28]=1.N1C=CC=CC=1.Cl. The catalyst is C(Cl)Cl. The product is [F:1][C:2]([F:25])([C:6]([F:24])([F:23])[C:7]([F:22])([F:21])[C:8]([F:20])([F:19])[C:9]([F:18])([F:17])[C:10]([F:16])([F:15])[C:11]([F:14])([F:13])[F:12])[C:3]([O:26][C:27]1[CH:28]=[CH:29][C:30]([C:31]2[CH:32]=[CH:33][C:34]([C:37]3[C:50]4[C:45](=[CH:46][CH:47]=[CH:48][CH:49]=4)[C:44]4[CH:43]=[CH:42][C:41]([C:62]5[CH:63]=[CH:64][CH:65]=[CH:66][CH:67]=5)([C:51]5[CH:56]=[CH:55][C:54]([N:57]6[CH2:61][CH2:60][CH2:59][CH2:58]6)=[CH:53][CH:52]=5)[O:40][C:39]=4[CH:38]=3)=[CH:35][CH:36]=2)=[CH:68][CH:69]=1)=[O:4]. The yield is 0.250. (2) The reactants are [I:1][C:2]1[C:3]([NH:15][S:16]([CH3:19])(=[O:18])=[O:17])=[CH:4][C:5]([S:13][CH3:14])=[C:6]([CH:12]=1)[C:7](OCC)=[O:8].[H-].C([Al+]CC(C)C)C(C)C. The catalyst is C1(C)C=CC=CC=1. The product is [OH:8][CH2:7][C:6]1[C:5]([S:13][CH3:14])=[CH:4][C:3]([NH:15][S:16]([CH3:19])(=[O:17])=[O:18])=[C:2]([I:1])[CH:12]=1. The yield is 0.800. (3) The reactants are [Cl:1][C:2]1[CH:7]=[C:6](I)[C:5]([Cl:9])=[CH:4][N:3]=1.[NH2:10][C:11]1[C:16]2[C:17](=[O:23])[N:18]([CH3:22])[CH2:19][CH2:20][O:21][C:15]=2[CH:14]=[CH:13][CH:12]=1.CC1(C)C2C=CC=C(P(C3C=CC=CC=3)C3C=CC=CC=3)C=2OC2C1=CC=CC=2P(C1C=CC=CC=1)C1C=CC=CC=1.C(=O)([O-])[O-].[Cs+].[Cs+]. The catalyst is O1CCOCC1.C([O-])(=O)C.[Pd+2].C([O-])(=O)C. The product is [Cl:1][C:2]1[CH:7]=[C:6]([NH:10][C:11]2[C:16]3[C:17](=[O:23])[N:18]([CH3:22])[CH2:19][CH2:20][O:21][C:15]=3[CH:14]=[CH:13][CH:12]=2)[C:5]([Cl:9])=[CH:4][N:3]=1. The yield is 0.480. (4) The reactants are Cl.[CH2:2]1[C:11]2[C:6](=[C:7]([NH:12][S:13]([CH3:16])(=[O:15])=[O:14])[CH:8]=[CH:9][CH:10]=2)[CH2:5][CH2:4][NH:3]1.Cl.[N:18]1([C:23](N)=[NH:24])C=CC=N1.C(N(C(C)C)CC)(C)C.[OH-].[Na+]. The catalyst is CN(C=O)C. The product is [C:23]([N:3]1[CH2:4][CH2:5][C:6]2[C:11](=[CH:10][CH:9]=[CH:8][C:7]=2[NH:12][S:13]([CH3:16])(=[O:15])=[O:14])[CH2:2]1)(=[NH:18])[NH2:24]. The yield is 0.950. (5) The reactants are [CH2:1]([N:8]1[CH:12]=[N:11][N:10]=[N:9]1)[C:2]1[CH:7]=[CH:6][CH:5]=[CH:4][CH:3]=1.[OH-].[Na+].[CH:15](=[O:22])[C:16]1[CH:21]=[CH:20][CH:19]=[CH:18][CH:17]=1. The catalyst is C1COCC1. The product is [CH2:1]([N:8]1[C:12]([CH:15]([C:16]2[CH:21]=[CH:20][CH:19]=[CH:18][CH:17]=2)[OH:22])=[N:11][N:10]=[N:9]1)[C:2]1[CH:3]=[CH:4][CH:5]=[CH:6][CH:7]=1. The yield is 0.360. (6) The reactants are [CH:1]1([CH2:6][CH:7]([N:11]2[C:16](=[O:17])[CH:15]=[C:14]([O:18][C:19]3[C:27]4[O:26][C:25]([CH3:29])([CH3:28])[CH2:24][C:23]=4[CH:22]=[CH:21][CH:20]=3)[CH:13]=[N:12]2)[C:8](O)=[O:9])[CH2:5][CH2:4][CH2:3][CH2:2]1.[NH2:30][C:31]1[CH:35]=[CH:34][N:33]([CH2:36][C:37]([CH3:40])([OH:39])[CH3:38])[N:32]=1. No catalyst specified. The product is [CH:1]1([CH2:6][CH:7]([N:11]2[C:16](=[O:17])[CH:15]=[C:14]([O:18][C:19]3[C:27]4[O:26][C:25]([CH3:28])([CH3:29])[CH2:24][C:23]=4[CH:22]=[CH:21][CH:20]=3)[CH:13]=[N:12]2)[C:8]([NH:30][C:31]2[CH:35]=[CH:34][N:33]([CH2:36][C:37]([OH:39])([CH3:38])[CH3:40])[N:32]=2)=[O:9])[CH2:2][CH2:3][CH2:4][CH2:5]1. The yield is 0.840.